Dataset: Reaction yield outcomes from USPTO patents with 853,638 reactions. Task: Predict the reaction yield, written as a fraction of the theoretical maximum amount of product (1.0 means a 100% yield; for example, 0.34 means a 34% yield). (1) The catalyst is CC#N. The yield is 0.770. The reactants are [CH2:1]([O:8][C:9]1[CH:14]=[C:13]([O:15][CH2:16][C:17]2[CH:22]=[CH:21][CH:20]=[CH:19][CH:18]=2)C(C=O)=[CH:11][C:10]=1[CH2:25][CH2:26][CH2:27][O:28][CH2:29][CH2:30][CH2:31][O:32][CH2:33][CH2:34][CH2:35][C:36]1[CH:41]=[C:40]([CH:42]=O)[C:39]([O:44][CH2:45][C:46]2[CH:51]=[CH:50][CH:49]=[CH:48][CH:47]=2)=[CH:38][C:37]=1[O:52][CH2:53][C:54]1[CH:59]=[CH:58][CH:57]=[CH:56][CH:55]=1)[C:2]1[CH:7]=[CH:6][CH:5]=[CH:4][CH:3]=1.Cl.[NH2:61]O.C([N:65]([CH2:68][CH3:69])CC)C.C1(=O)OC(=O)C2=CC=CC=C12. The product is [C:42]([C:40]1[C:39]([O:44][CH2:45][C:46]2[CH:51]=[CH:50][CH:49]=[CH:48][CH:47]=2)=[CH:38][C:37]([O:52][CH2:53][C:54]2[CH:59]=[CH:58][CH:57]=[CH:56][CH:55]=2)=[C:36]([CH2:35][CH2:34][CH2:33][O:32][CH2:31][CH2:30][CH2:29][O:28][CH2:27][CH2:26][CH2:25][C:10]2[CH:11]=[C:69]([C:68]#[N:65])[C:13]([O:15][CH2:16][C:17]3[CH:22]=[CH:21][CH:20]=[CH:19][CH:18]=3)=[CH:14][C:9]=2[O:8][CH2:1][C:2]2[CH:7]=[CH:6][CH:5]=[CH:4][CH:3]=2)[CH:41]=1)#[N:61]. (2) The reactants are [O:1]=[C:2]1[NH:11][C:10]2[N:9]=[C:8]([O:12][CH2:13][CH2:14][CH2:15][CH:16]=O)[CH:7]=[CH:6][C:5]=2[CH:4]=[CH:3]1.Cl.[Cl:19][C:20]1[C:25]([Cl:26])=[CH:24][CH:23]=[CH:22][C:21]=1[N:27]1[CH2:32][CH2:31][NH:30][CH2:29][CH2:28]1.CCN(CC)CC.[BH-](OC(C)=O)(OC(C)=O)OC(C)=O.[Na+]. The catalyst is ClC(Cl)C. The product is [Cl:19][C:20]1[C:25]([Cl:26])=[CH:24][CH:23]=[CH:22][C:21]=1[N:27]1[CH2:32][CH2:31][N:30]([CH2:16][CH2:15][CH2:14][CH2:13][O:12][C:8]2[N:9]=[C:10]3[C:5]([CH:4]=[CH:3][C:2](=[O:1])[NH:11]3)=[CH:6][CH:7]=2)[CH2:29][CH2:28]1. The yield is 0.700. (3) The reactants are C(Br)C1C=CC=CC=1.[F:9][CH:10]([F:20])[O:11][C:12]1[CH:19]=[CH:18][C:15]([CH2:16]Br)=[CH:14][CH:13]=1.[CH3:21][C:22]1[N:23]=[C:24]([N:32]2[CH2:36][CH2:35][NH:34][C:33]2=[O:37])[S:25][C:26]=1[C:27]([O:29][CH2:30][CH3:31])=[O:28]. No catalyst specified. The product is [F:9][CH:10]([F:20])[O:11][C:12]1[CH:19]=[CH:18][C:15]([CH2:16][N:34]2[CH2:35][CH2:36][N:32]([C:24]3[S:25][C:26]([C:27]([O:29][CH2:30][CH3:31])=[O:28])=[C:22]([CH3:21])[N:23]=3)[C:33]2=[O:37])=[CH:14][CH:13]=1. The yield is 0.880. (4) The reactants are [C:1]([NH:11][CH2:12][CH2:13][C:14]([OH:16])=[O:15])([O:3][CH2:4][C:5]1[CH:10]=[CH:9][CH:8]=[CH:7][CH:6]=1)=[O:2].BrCC(O[C:22]([CH3:25])([CH3:24])[CH3:23])=[O:20].C([O-])([O-])=O.[K+].[K+]. The catalyst is CC(C)=O. The product is [C:14]([OH:16])(=[O:15])[CH2:13][OH:20].[C:22]([N:11]([C:1]([O:3][CH2:4][C:5]1[CH:10]=[CH:9][CH:8]=[CH:7][CH:6]=1)=[O:2])[CH2:12][CH2:13][C:14]([OH:16])=[O:15])([CH3:25])([CH3:24])[CH3:23]. The yield is 0.990.